This data is from Reaction yield outcomes from USPTO patents with 853,638 reactions. The task is: Predict the reaction yield, written as a fraction of the theoretical maximum amount of product (1.0 means a 100% yield; for example, 0.34 means a 34% yield). (1) The reactants are [CH3:1][C:2]1([CH3:19])[CH2:7][CH2:6][CH2:5][CH:4]([CH:8]([O:10][C:11]([CH3:18])([CH3:17])[CH:12]=[CH:13][C:14](=[O:16])[CH3:15])[CH3:9])[CH2:3]1. The catalyst is CCOC(C)=O.[Pd]. The product is [CH3:19][C:2]1([CH3:1])[CH2:7][CH2:6][CH2:5][CH:4]([CH:8]([O:10][C:11]([CH3:18])([CH3:17])[CH2:12][CH2:13][C:14](=[O:16])[CH3:15])[CH3:9])[CH2:3]1. The yield is 0.840. (2) The reactants are [CH2:1]([N:3]([CH2:21][CH3:22])[CH2:4][CH2:5][N:6]1[CH2:13][CH2:12][CH2:11][CH2:10][C:9]2[NH:14][C:15]([CH:18]=O)=[C:16]([CH3:17])[C:8]=2[C:7]1=[O:20])[CH3:2].[F:23][C:24]1[CH:25]=[C:26]2[C:30](=[CH:31][CH:32]=1)[NH:29][C:28](=[O:33])[CH2:27]2.N1CCCCC1. The product is [CH2:1]([N:3]([CH2:21][CH3:22])[CH2:4][CH2:5][N:6]1[CH2:13][CH2:12][CH2:11][CH2:10][C:9]2[NH:14][C:15](/[CH:18]=[C:27]3\[C:28](=[O:33])[NH:29][C:30]4[C:26]\3=[CH:25][C:24]([F:23])=[CH:32][CH:31]=4)=[C:16]([CH3:17])[C:8]=2[C:7]1=[O:20])[CH3:2]. The catalyst is C(O)C. The yield is 0.488.